Dataset: Forward reaction prediction with 1.9M reactions from USPTO patents (1976-2016). Task: Predict the product of the given reaction. (1) Given the reactants CO[C:3]1[C:4](=[O:10])[C:5](=[O:9])[C:6]=1[O:7][CH3:8].C[Si](C)(C)[Sn:13]([CH2:22][CH2:23][CH2:24][CH3:25])([CH2:18][CH2:19][CH2:20][CH3:21])[CH2:14][CH2:15][CH2:16][CH3:17], predict the reaction product. The product is: [CH3:8][O:7][C:6]1[C:5](=[O:9])[C:4](=[O:10])[C:3]=1[Sn:13]([CH2:18][CH2:19][CH2:20][CH3:21])([CH2:22][CH2:23][CH2:24][CH3:25])[CH2:14][CH2:15][CH2:16][CH3:17]. (2) Given the reactants [N:1]1[CH:6]=[CH:5][C:4]([NH2:7])=[C:3]([NH2:8])[CH:2]=1.[C:9]1([C:15]([C:17]([C:19]2[CH:24]=[CH:23][CH:22]=[CH:21][CH:20]=2)=O)=O)[CH:14]=[CH:13][CH:12]=[CH:11][CH:10]=1, predict the reaction product. The product is: [C:9]1([C:15]2[N:7]=[C:4]3[CH:5]=[CH:6][N:1]=[CH:2][C:3]3=[N:8][C:17]=2[C:19]2[CH:20]=[CH:21][CH:22]=[CH:23][CH:24]=2)[CH:14]=[CH:13][CH:12]=[CH:11][CH:10]=1. (3) Given the reactants Br[CH2:2][CH2:3][CH2:4][CH2:5][CH2:6][CH2:7][CH2:8][CH2:9][CH2:10][C:11]([OH:13])=[O:12].[OH-].[NH4+:15], predict the reaction product. The product is: [NH2:15][CH2:2][CH2:3][CH2:4][CH2:5][CH2:6][CH2:7][CH2:8][CH2:9][CH2:10][C:11]([OH:13])=[O:12]. (4) Given the reactants Cl.[CH2:2]([O:4][C:5](=[O:15])[C@H:6]([CH2:8][C:9]1[CH:14]=[CH:13][CH:12]=[CH:11][CH:10]=1)[NH2:7])[CH3:3].[Cl:16][C:17]1[N:22]=[C:21](Cl)[N:20]=[C:19]([N:24]([CH2:31][CH2:32][CH2:33][CH2:34][CH2:35][CH3:36])[CH2:25][CH2:26][CH2:27][CH2:28][CH2:29][CH3:30])[N:18]=1.C(=O)([O-])[O-].[Na+].[Na+], predict the reaction product. The product is: [CH2:2]([O:4][C:5](=[O:15])[C@H:6]([CH2:8][C:9]1[CH:14]=[CH:13][CH:12]=[CH:11][CH:10]=1)[NH:7][C:21]1[N:22]=[C:17]([Cl:16])[N:18]=[C:19]([N:24]([CH2:31][CH2:32][CH2:33][CH2:34][CH2:35][CH3:36])[CH2:25][CH2:26][CH2:27][CH2:28][CH2:29][CH3:30])[N:20]=1)[CH3:3]. (5) Given the reactants O[CH2:2][C:3]1[CH:16]=[N:15][C:6]2[C:7]3[N:8]([CH:12]=[CH:13][CH:14]=3)[C:9](=[O:11])[NH:10][C:5]=2[CH:4]=1.[CH3:17][NH:18][C:19](=[O:32])[C:20]1[CH:25]=[CH:24][C:23]([N:26]2[CH2:31][CH2:30][NH:29][CH2:28][CH2:27]2)=[CH:22][CH:21]=1.[I-].C(C[P+](C)(C)C)#N.C(N(C(C)C)C(C)C)C, predict the reaction product. The product is: [CH3:17][NH:18][C:19](=[O:32])[C:20]1[CH:21]=[CH:22][C:23]([N:26]2[CH2:31][CH2:30][N:29]([CH2:2][C:3]3[CH:16]=[N:15][C:6]4[C:7]5[N:8]([CH:12]=[CH:13][CH:14]=5)[C:9](=[O:11])[NH:10][C:5]=4[CH:4]=3)[CH2:28][CH2:27]2)=[CH:24][CH:25]=1. (6) The product is: [Cl:1][C:2]1[CH:7]=[CH:6][CH:5]=[C:4]([F:8])[C:3]=1[C:9]1[C:13]([C:14]([O:16][CH3:17])=[O:15])=[C:12]([C:18]2[CH:19]=[N:20][N:45]([C:39]3[O:38][N:37]=[C:36]([C:33]4[CH:32]=[CH:31][C:30]([Cl:29])=[CH:35][CH:34]=4)[C:40]=3[C:41]([O:43][CH3:44])=[O:42])[C:23]=2[C:24]([F:25])([F:26])[F:27])[O:11][N:10]=1. Given the reactants [Cl:1][C:2]1[CH:7]=[CH:6][CH:5]=[C:4]([F:8])[C:3]=1[C:9]1[C:13]([C:14]([O:16][CH3:17])=[O:15])=[C:12]([C:18]([C:23](=O)[C:24]([F:27])([F:26])[F:25])=[CH:19][N:20](C)C)[O:11][N:10]=1.[Cl:29][C:30]1[CH:35]=[CH:34][C:33]([C:36]2[C:40]([C:41]([O:43][CH3:44])=[O:42])=[C:39]([NH:45]N)[O:38][N:37]=2)=[CH:32][CH:31]=1, predict the reaction product.